From a dataset of Catalyst prediction with 721,799 reactions and 888 catalyst types from USPTO. Predict which catalyst facilitates the given reaction. (1) Reactant: [CH3:1][C:2]1[S:3][CH:4]=[CH:5][C:6]=1[C:7](=[O:9])[CH3:8].[BH4-].[Na+].O. Product: [CH3:1][C:2]1[S:3][CH:4]=[CH:5][C:6]=1[CH:7]([OH:9])[CH3:8]. The catalyst class is: 8. (2) Product: [CH3:19][O:18][C:15]1[CH:14]=[CH:13][C:12]([N:7]2[C:6]([C:4]([OH:5])=[O:3])=[CH:10][C:9]([CH3:11])=[N:8]2)=[CH:17][CH:16]=1. Reactant: C([O:3][C:4]([C:6]1[N:7]([C:12]2[CH:17]=[CH:16][C:15]([O:18][CH3:19])=[CH:14][CH:13]=2)[N:8]=[C:9]([CH3:11])[CH:10]=1)=[O:5])C.[OH-].[Na+].Cl. The catalyst class is: 40. (3) Reactant: [C:1](O)(=[O:3])[CH3:2].CN(C(ON1N=NC2C=CC=CC1=2)=[N+](C)C)C.[B-](F)(F)(F)F.C(N(CC)C(C)C)(C)C.[CH3:36][C:37]1[CH:46]=[CH:45][CH:44]=[C:43]2[C:38]=1[CH:39]=[C:40]([C:48]1[CH:53]=[CH:52][C:51]([CH2:54][N:55]3[CH2:60][CH2:59][NH:58][CH2:57][CH2:56]3)=[CH:50][CH:49]=1)[NH:41][C:42]2=[O:47]. Product: [C:1]([N:58]1[CH2:59][CH2:60][N:55]([CH2:54][C:51]2[CH:50]=[CH:49][C:48]([C:40]3[NH:41][C:42](=[O:47])[C:43]4[C:38]([CH:39]=3)=[C:37]([CH3:36])[CH:46]=[CH:45][CH:44]=4)=[CH:53][CH:52]=2)[CH2:56][CH2:57]1)(=[O:3])[CH3:2]. The catalyst class is: 2.